This data is from Peptide-MHC class I binding affinity with 185,985 pairs from IEDB/IMGT. The task is: Regression. Given a peptide amino acid sequence and an MHC pseudo amino acid sequence, predict their binding affinity value. This is MHC class I binding data. (1) The peptide sequence is SVYLIHDNI. The MHC is H-2-Kb with pseudo-sequence H-2-Kb. The binding affinity (normalized) is 0.452. (2) The peptide sequence is ETDVMTRGQ. The MHC is HLA-A69:01 with pseudo-sequence HLA-A69:01. The binding affinity (normalized) is 0.0847. (3) The peptide sequence is AENGWGFYF. The MHC is HLA-B15:01 with pseudo-sequence HLA-B15:01. The binding affinity (normalized) is 0.478. (4) The peptide sequence is VRLLAHVIQK. The MHC is HLA-B27:05 with pseudo-sequence HLA-B27:05. The binding affinity (normalized) is 0.691.